From a dataset of Full USPTO retrosynthesis dataset with 1.9M reactions from patents (1976-2016). Predict the reactants needed to synthesize the given product. (1) Given the product [Cl:1][C:2]1[C:7]([CH3:8])=[C:6]([C:9]2[CH:14]=[C:13]([F:15])[N:12]=[C:11]([F:16])[CH:10]=2)[C:5]([C:17]2[CH:22]=[CH:21][CH:20]=[CH:19][CH:18]=2)=[C:4]([CH:23]([NH2:32])[CH3:24])[CH:3]=1, predict the reactants needed to synthesize it. The reactants are: [Cl:1][C:2]1[C:7]([CH3:8])=[C:6]([C:9]2[CH:14]=[C:13]([F:15])[N:12]=[C:11]([F:16])[CH:10]=2)[C:5]([C:17]2[CH:22]=[CH:21][CH:20]=[CH:19][CH:18]=2)=[C:4]([C:23](=O)[CH3:24])[CH:3]=1.C([O-])(=O)C.[NH4+].C([BH3-])#[N:32].[Na+]. (2) Given the product [Cl:19][C:18]1[C:9]([OH:8])=[CH:10][C:11]([O:20][CH2:21][CH2:22][CH2:23][N:24]2[CH2:29][CH2:28][C:27]([CH2:31][C:32]3[CH:37]=[CH:36][C:35]([F:38])=[CH:34][CH:33]=3)([OH:30])[C:26]([CH3:39])([CH3:40])[CH2:25]2)=[C:12]([CH:17]=1)[C:13]([NH:15][CH3:16])=[O:14], predict the reactants needed to synthesize it. The reactants are: C([O:8][C:9]1[C:18]([Cl:19])=[CH:17][C:12]([C:13]([NH:15][CH3:16])=[O:14])=[C:11]([O:20][CH2:21][CH2:22][CH2:23][N:24]2[CH2:29][CH2:28][C:27]([CH2:31][C:32]3[CH:37]=[CH:36][C:35]([F:38])=[CH:34][CH:33]=3)([OH:30])[C:26]([CH3:40])([CH3:39])[CH2:25]2)[CH:10]=1)C1C=CC=CC=1.